Dataset: Forward reaction prediction with 1.9M reactions from USPTO patents (1976-2016). Task: Predict the product of the given reaction. Given the reactants [OH:1][C:2]1[CH:6]=[C:5]([CH3:7])[NH:4][N:3]=1.[C:8]1([N:14]=[C:15]=[O:16])[CH:13]=[CH:12][CH:11]=[CH:10][CH:9]=1, predict the reaction product. The product is: [C:8]1([NH:14][C:15]([N:4]2[C:5]([CH3:7])=[CH:6][C:2]([OH:1])=[N:3]2)=[O:16])[CH:13]=[CH:12][CH:11]=[CH:10][CH:9]=1.